Dataset: TCR-epitope binding with 47,182 pairs between 192 epitopes and 23,139 TCRs. Task: Binary Classification. Given a T-cell receptor sequence (or CDR3 region) and an epitope sequence, predict whether binding occurs between them. (1) The epitope is GILGFVFTL. The TCR CDR3 sequence is CASSIFSGPGIEAFF. Result: 1 (the TCR binds to the epitope). (2) The epitope is RQLLFVVEV. The TCR CDR3 sequence is CASSKMGTGPSYEQYF. Result: 1 (the TCR binds to the epitope). (3) The epitope is KLGGALQAK. The TCR CDR3 sequence is CASSLGAGGAGNTEAFF. Result: 1 (the TCR binds to the epitope). (4) The epitope is KRWIILGLNK. The TCR CDR3 sequence is CASSPGTGELFF. Result: 1 (the TCR binds to the epitope). (5) Result: 1 (the TCR binds to the epitope). The TCR CDR3 sequence is CSSQARMANTEAFF. The epitope is KLNVGDYFV. (6) The epitope is KAYNVTQAF. The TCR CDR3 sequence is CASILDRSETQYF. Result: 0 (the TCR does not bind to the epitope). (7) The epitope is AYAQKIFKI. The TCR CDR3 sequence is CASSLYAGANNEQFF. Result: 0 (the TCR does not bind to the epitope).